Dataset: Full USPTO retrosynthesis dataset with 1.9M reactions from patents (1976-2016). Task: Predict the reactants needed to synthesize the given product. (1) Given the product [F:33][C:28]1[CH:27]=[C:26]([N:34]2[CH2:39][CH2:38][N:37]([CH2:40][CH2:41][C:42]3[CH:47]=[CH:46][CH:45]=[CH:44][CH:43]=3)[CH2:36][CH2:35]2)[C:25]([F:24])=[CH:30][C:29]=1[OH:31], predict the reactants needed to synthesize it. The reactants are: COC1C=CC(N2CCN(CCC3C=CC=CC=3)CC2)=CC=1C.[F:24][C:25]1[CH:30]=[C:29]([O:31]C)[C:28]([F:33])=[CH:27][C:26]=1[N:34]1[CH2:39][CH2:38][N:37]([CH2:40][CH2:41][C:42]2[CH:47]=[CH:46][CH:45]=[CH:44][CH:43]=2)[CH2:36][CH2:35]1. (2) Given the product [CH3:12][N:3]([CH:4]1[CH2:9][CH2:8][CH2:7][CH2:6][CH2:5]1)[CH2:1][CH3:2], predict the reactants needed to synthesize it. The reactants are: [CH2:1]([NH:3][CH:4]1[CH2:9][CH2:8][CH2:7][CH2:6][CH2:5]1)[CH3:2].C=O.[CH3:12]CCCC=C.